This data is from Forward reaction prediction with 1.9M reactions from USPTO patents (1976-2016). The task is: Predict the product of the given reaction. (1) Given the reactants NCC1C=CC(NC2SC3CCCC4C=CC(F)=CC=4C=3N=2)=CC=1.[NH2:25][C:26]1[CH:40]=[CH:39][C:29]([CH2:30][NH:31][C:32](=[O:38])[O:33][C:34]([CH3:37])([CH3:36])[CH3:35])=[CH:28][CH:27]=1.[C:41]([N:49]=[C:50]=[S:51])(=[O:48])[C:42]1[CH:47]=[CH:46][CH:45]=[CH:44][CH:43]=1, predict the reaction product. The product is: [C:41]([NH:49][C:50]([NH:25][C:26]1[CH:40]=[CH:39][C:29]([CH2:30][NH:31][C:32](=[O:38])[O:33][C:34]([CH3:36])([CH3:37])[CH3:35])=[CH:28][CH:27]=1)=[S:51])(=[O:48])[C:42]1[CH:47]=[CH:46][CH:45]=[CH:44][CH:43]=1. (2) Given the reactants [CH:1]1[C:13]2[CH2:12][C:11]3[C:6](=[CH:7][CH:8]=[CH:9][CH:10]=3)[C:5]=2[CH:4]=[CH:3][C:2]=1[NH:14][C:15](=S)[CH:16]([CH3:18])[CH3:17].[C:20]([NH:28][NH2:29])(=O)[C:21]1[CH:26]=[CH:25][CH:24]=[CH:23][CH:22]=1, predict the reaction product. The product is: [CH:1]1[C:13]2[CH2:12][C:11]3[C:6](=[CH:7][CH:8]=[CH:9][CH:10]=3)[C:5]=2[CH:4]=[CH:3][C:2]=1[N:14]1[C:15]([CH:16]([CH3:18])[CH3:17])=[N:29][N:28]=[C:20]1[C:21]1[CH:26]=[CH:25][CH:24]=[CH:23][CH:22]=1. (3) Given the reactants C(N(C(C)C)CC)(C)C.[NH2:10][C:11]1[CH:26]=[CH:25][C:24]([Cl:27])=[CH:23][C:12]=1[C:13]([NH:15][CH2:16][CH:17]1[CH2:22][CH2:21][CH2:20][CH2:19][CH2:18]1)=[O:14].[N:28]1[C:37]2[C:32](=[CH:33][CH:34]=[CH:35][CH:36]=2)[CH:31]=[C:30]([C:38](O)=[O:39])[CH:29]=1.CN(C(ON1N=NC2C=CC=NC1=2)=[N+](C)C)C.F[P-](F)(F)(F)(F)F, predict the reaction product. The product is: [Cl:27][C:24]1[CH:25]=[CH:26][C:11]([NH:10][C:38]([C:30]2[CH:29]=[N:28][C:37]3[C:32]([CH:31]=2)=[CH:33][CH:34]=[CH:35][CH:36]=3)=[O:39])=[C:12]([C:13]([NH:15][CH2:16][CH:17]2[CH2:22][CH2:21][CH2:20][CH2:19][CH2:18]2)=[O:14])[CH:23]=1.